This data is from Full USPTO retrosynthesis dataset with 1.9M reactions from patents (1976-2016). The task is: Predict the reactants needed to synthesize the given product. Given the product [CH2:31]([N:33]([CH2:36][CH3:37])[CH2:34][CH2:35][O:23][C:16]1[C:15]2[C:14]3[C:22]4=[C:10]([O:9][CH2:8][CH:7]([C:1]5[CH:2]=[CH:3][CH:4]=[CH:5][CH:6]=5)[N:21]4[C:20]=2[CH:19]=[CH:18][CH:17]=1)[CH:11]=[CH:12][CH:13]=3)[CH3:32], predict the reactants needed to synthesize it. The reactants are: [C:1]1([CH:7]2[N:21]3[C:22]4[C:14]([C:15]5[C:20]3=[CH:19][CH:18]=[CH:17][C:16]=5[OH:23])=[CH:13][CH:12]=[CH:11][C:10]=4[O:9][CH2:8]2)[CH:6]=[CH:5][CH:4]=[CH:3][CH:2]=1.C(=O)([O-])[O-].[K+].[K+].Cl.[CH2:31]([N:33]([CH2:36][CH2:37]Cl)[CH2:34][CH3:35])[CH3:32].[I-].[Na+].Cl.[Cl-].